From a dataset of Full USPTO retrosynthesis dataset with 1.9M reactions from patents (1976-2016). Predict the reactants needed to synthesize the given product. (1) Given the product [C:18]1(/[CH:24]=[CH:25]/[C:2]2[C:10]3[NH:9][C:8]4[CH:11]5[CH2:17][CH2:16][N:14]([CH2:15][C:7]=4[C:6]=3[CH:5]=[CH:4][CH:3]=2)[CH2:13][CH2:12]5)[CH:23]=[CH:22][CH:21]=[CH:20][CH:19]=1, predict the reactants needed to synthesize it. The reactants are: Br[C:2]1[C:10]2[NH:9][C:8]3[CH:11]4[CH2:17][CH2:16][N:14]([CH2:15][C:7]=3[C:6]=2[CH:5]=[CH:4][CH:3]=1)[CH2:13][CH2:12]4.[C:18]1(/[CH:24]=[CH:25]/B(O)O)[CH:23]=[CH:22][CH:21]=[CH:20][CH:19]=1. (2) Given the product [Cl:1][C:2]1[C:3]([F:15])=[C:4]([C:8]2([O:13][CH3:14])[CH2:12][CH2:11][N:10]([CH2:16][CH3:17])[CH2:9]2)[CH:5]=[CH:6][CH:7]=1, predict the reactants needed to synthesize it. The reactants are: [Cl:1][C:2]1[C:3]([F:15])=[C:4]([C:8]2([O:13][CH3:14])[CH2:12][CH2:11][NH:10][CH2:9]2)[CH:5]=[CH:6][CH:7]=1.[CH2:16](N(CC)CC)[CH3:17].ICC.O. (3) The reactants are: B(Br)(Br)Br.C([O:7][C:8]1[CH:13]=[CH:12][C:11]([OH:14])=[C:10]([C:15]([F:18])([F:17])[F:16])[CH:9]=1)C. Given the product [F:16][C:15]([F:17])([F:18])[C:10]1[CH:9]=[C:8]([OH:7])[CH:13]=[CH:12][C:11]=1[OH:14], predict the reactants needed to synthesize it. (4) Given the product [O:15]1[CH:1]=[N:13][N:12]=[C:14]1[C:16]1[CH:24]=[CH:23][C:19]([C:20]([OH:22])=[O:21])=[CH:18][CH:17]=1, predict the reactants needed to synthesize it. The reactants are: [C:1]1(C)C=CC(S(O)(=O)=O)=CC=1.[NH:12]([C:14]([C:16]1[CH:24]=[CH:23][C:19]([C:20]([OH:22])=[O:21])=[CH:18][CH:17]=1)=[O:15])[NH2:13].C(OC(OCC)OCC)C. (5) Given the product [CH3:28][O:29][C:30]1[CH:35]=[CH:34][N:33]=[C:32]([C:2]2[CH:3]=[C:4]([C:8]3([C:18]4[CH:23]=[CH:22][N:21]=[C:20]([C:24]([F:25])([F:26])[F:27])[CH:19]=4)[C:16]4[C:11](=[N:12][CH:13]=[CH:14][CH:15]=4)[C:10]([NH2:17])=[N:9]3)[CH:5]=[CH:6][CH:7]=2)[CH:31]=1, predict the reactants needed to synthesize it. The reactants are: Br[C:2]1[CH:3]=[C:4]([C:8]2([C:18]3[CH:23]=[CH:22][N:21]=[C:20]([C:24]([F:27])([F:26])[F:25])[CH:19]=3)[C:16]3[C:11](=[N:12][CH:13]=[CH:14][CH:15]=3)[C:10]([NH2:17])=[N:9]2)[CH:5]=[CH:6][CH:7]=1.[CH3:28][O:29][C:30]1[CH:35]=[CH:34][N:33]=[C:32]([Sn](CCCC)(CCCC)CCCC)[CH:31]=1. (6) Given the product [C:1]([C:5]1[C:6]([CH2:23][NH:29][C:25]([CH3:28])([CH3:27])[CH3:26])=[C:7]([OH:22])[C:8]([C:15]2[CH:20]=[CH:19][C:18]([Cl:21])=[CH:17][CH:16]=2)=[C:9]([C:11]([CH3:12])([CH3:14])[CH3:13])[CH:10]=1)([CH3:2])([CH3:4])[CH3:3], predict the reactants needed to synthesize it. The reactants are: [C:1]([C:5]1[CH:10]=[C:9]([C:11]([CH3:14])([CH3:13])[CH3:12])[C:8]([C:15]2[CH:20]=[CH:19][C:18]([Cl:21])=[CH:17][CH:16]=2)=[C:7]([OH:22])[C:6]=1[CH:23]=O)([CH3:4])([CH3:3])[CH3:2].[C:25]([NH2:29])([CH3:28])([CH3:27])[CH3:26]. (7) Given the product [NH2:1][C:2]1[C:11]2[N:10]=[CH:9][C:8]([CH2:12][CH2:13][C:14]3[CH:19]=[CH:18][C:17]([O:20][CH2:21][CH2:22][O:23][CH2:24][CH2:25][C:26]([F:27])([F:28])[P:29]([OH:34])([OH:31])=[O:30])=[CH:16][C:15]=3[CH3:37])=[CH:7][C:6]=2[C:5]2[CH:38]=[CH:39][C:40]([CH2:42][CH2:43][C:44]([OH:46])=[O:45])=[CH:41][C:4]=2[N:3]=1, predict the reactants needed to synthesize it. The reactants are: [NH2:1][C:2]1[C:11]2[N:10]=[CH:9][C:8]([CH2:12][CH2:13][C:14]3[CH:19]=[CH:18][C:17]([O:20][CH2:21][CH2:22][O:23][CH2:24][CH2:25][C:26]([P:29]([O:34]CC)([O:31]CC)=[O:30])([F:28])[F:27])=[CH:16][C:15]=3[CH3:37])=[CH:7][C:6]=2[C:5]2[CH:38]=[CH:39][C:40]([CH2:42][CH2:43][C:44]([O:46]CC)=[O:45])=[CH:41][C:4]=2[N:3]=1.C[Si](Br)(C)C.[OH-].[Na+]. (8) Given the product [C:1]([C:3]1[CH:4]=[C:5]([C@H:10]2[CH2:14][C:13](=[O:15])[CH2:12][N:11]2[C:16]([O:18][C:19]([CH3:22])([CH3:21])[CH3:20])=[O:17])[CH:6]=[C:7]([F:9])[CH:8]=1)#[N:2], predict the reactants needed to synthesize it. The reactants are: [C:1]([C:3]1[CH:4]=[C:5]([C@H:10]2[CH2:14][C@@H:13]([OH:15])[CH2:12][N:11]2[C:16]([O:18][C:19]([CH3:22])([CH3:21])[CH3:20])=[O:17])[CH:6]=[C:7]([F:9])[CH:8]=1)#[N:2].ClN1C(=O)N(Cl)C(=O)N(Cl)C1=O.CC1(C)N([O])C(C)(C)CCC1.C([O-])(O)=O.[Na+].